From a dataset of Forward reaction prediction with 1.9M reactions from USPTO patents (1976-2016). Predict the product of the given reaction. (1) The product is: [C:1]([NH:4][C:5]1[CH:6]=[C:7]([CH:41]=[CH:42][CH:43]=1)[C:8]([NH:10][C:11]1[CH:20]=[C:19]([C:21]2[C:30]3[C:25](=[CH:26][C:27]([O:36][CH2:37][CH3:38])=[C:28]4[O:33][C:32]([CH3:34])([CH3:35])[CH2:31][C:29]4=3)[CH2:24][C:23]([CH3:40])([CH3:39])[N:22]=2)[CH:18]=[CH:17][C:12]=1[C:13]([OH:15])=[O:14])=[O:9])(=[O:3])[CH3:2]. Given the reactants [C:1]([NH:4][C:5]1[CH:6]=[C:7]([CH:41]=[CH:42][CH:43]=1)[C:8]([NH:10][C:11]1[CH:20]=[C:19]([C:21]2[C:30]3[C:25](=[CH:26][C:27]([O:36][CH2:37][CH3:38])=[C:28]4[O:33][C:32]([CH3:35])([CH3:34])[CH2:31][C:29]4=3)[CH2:24][C:23]([CH3:40])([CH3:39])[N:22]=2)[CH:18]=[CH:17][C:12]=1[C:13]([O:15]C)=[O:14])=[O:9])(=[O:3])[CH3:2].[OH-].[Na+].Cl, predict the reaction product. (2) Given the reactants [F:1][C:2]1[CH:7]=[CH:6][C:5]([C@@H:8]2[O:13][CH2:12][CH2:11][N:10]([CH2:14][C:15]3[CH:20]=[CH:19][C:18]([C@H:21]([NH:23][S:24]([CH3:27])(=[O:26])=[O:25])[CH3:22])=[CH:17][CH:16]=3)[CH2:9]2)=[CH:4][CH:3]=1.[ClH:28], predict the reaction product. The product is: [ClH:28].[F:1][C:2]1[CH:7]=[CH:6][C:5]([C@@H:8]2[O:13][CH2:12][CH2:11][N:10]([CH2:14][C:15]3[CH:20]=[CH:19][C:18]([C@H:21]([NH:23][S:24]([CH3:27])(=[O:26])=[O:25])[CH3:22])=[CH:17][CH:16]=3)[CH2:9]2)=[CH:4][CH:3]=1. (3) Given the reactants Br[C:2]1[CH:3]=[C:4]([N:8]([C:22]2[CH:27]=[CH:26][CH:25]=[CH:24][CH:23]=2)[C:9]2[CH:21]=[CH:20][C:12]3[O:13][C:14]4[CH:19]=[CH:18][CH:17]=[CH:16][C:15]=4[C:11]=3[CH:10]=2)[CH:5]=[CH:6][CH:7]=1.[B:28]1([B:28]2[O:32][C:31]([CH3:34])([CH3:33])[C:30]([CH3:36])([CH3:35])[O:29]2)[O:32][C:31]([CH3:34])([CH3:33])[C:30]([CH3:36])([CH3:35])[O:29]1.CC([O-])=O.[K+].C(Cl)Cl, predict the reaction product. The product is: [C:22]1([N:8]([C:4]2[CH:5]=[CH:6][CH:7]=[C:2]([B:28]3[O:32][C:31]([CH3:34])([CH3:33])[C:30]([CH3:36])([CH3:35])[O:29]3)[CH:3]=2)[C:9]2[CH:21]=[CH:20][C:12]3[O:13][C:14]4[CH:19]=[CH:18][CH:17]=[CH:16][C:15]=4[C:11]=3[CH:10]=2)[CH:27]=[CH:26][CH:25]=[CH:24][CH:23]=1. (4) Given the reactants C([O:3][C:4]([C:6]1[C:15](=[O:16])[C:14]2[C:9](=[CH:10][CH:11]=[CH:12][N:13]=2)[N:8]([CH2:17][C:18]2([C:23]3[CH:28]=[CH:27][CH:26]=[CH:25][CH:24]=3)[CH2:22][CH2:21][CH2:20][CH2:19]2)[CH:7]=1)=[O:5])C.C1(C2C=CC=CC=2)C=CC=CC=1CN1C2C(=NC=CC=2)C(=O)C(C(O)=O)=C1, predict the reaction product. The product is: [O:16]=[C:15]1[C:14]2[C:9](=[CH:10][CH:11]=[CH:12][N:13]=2)[N:8]([CH2:17][C:18]2([C:23]3[CH:28]=[CH:27][CH:26]=[CH:25][CH:24]=3)[CH2:19][CH2:20][CH2:21][CH2:22]2)[CH:7]=[C:6]1[C:4]([OH:5])=[O:3]. (5) Given the reactants FC(F)(F)S(O[C:7]1[CH2:8][CH2:9][CH:10]([C:13]2[CH:18]=[CH:17][C:16]([CH2:19][CH2:20][CH3:21])=[CH:15][CH:14]=2)[CH2:11][CH:12]=1)(=O)=O.[CH3:24][C:25]1([CH3:41])[C:29]([CH3:31])([CH3:30])[O:28][B:27]([B:27]2[O:28][C:29]([CH3:31])([CH3:30])[C:25]([CH3:41])([CH3:24])[O:26]2)[O:26]1.C([O-])(=O)C.[K+], predict the reaction product. The product is: [CH3:24][C:25]1([CH3:41])[C:29]([CH3:31])([CH3:30])[O:28][B:27]([C:7]2[CH2:8][CH2:9][CH:10]([C:13]3[CH:18]=[CH:17][C:16]([CH2:19][CH2:20][CH3:21])=[CH:15][CH:14]=3)[CH2:11][CH:12]=2)[O:26]1. (6) Given the reactants [CH3:1][N:2]1[C:10]2[CH:9]=[C:8]([N:11]3[CH:16]=[CH:15][C:14]([C:17]4[CH:18]=[N:19][C:20]([C:23]([F:26])([F:25])[F:24])=[CH:21][CH:22]=4)=[CH:13][C:12]3=[O:27])[CH:7]=[CH:6][C:5]=2[C:4]2[CH2:28][NH:29][CH2:30][CH2:31][C:3]1=2.[C:32]1(N)C(F)=C(F)C(F)=C(N)C=1F.Cl.Cl, predict the reaction product. The product is: [CH3:32][N:29]1[CH2:30][CH2:31][C:3]2[N:2]([CH3:1])[C:10]3[CH:9]=[C:8]([N:11]4[CH:16]=[CH:15][C:14]([C:17]5[CH:18]=[N:19][C:20]([C:23]([F:24])([F:25])[F:26])=[CH:21][CH:22]=5)=[CH:13][C:12]4=[O:27])[CH:7]=[CH:6][C:5]=3[C:4]=2[CH2:28]1. (7) Given the reactants [C:1]1([C:7]2[S:8][C:9]([C:12](=O)[CH3:13])=[CH:10][N:11]=2)[CH:6]=[CH:5][CH:4]=[CH:3][CH:2]=1.[CH3:15][C:16]1[N:17]=[C:18]([C:24]2S[CH:26]=[CH:27][CH:28]=2)S[C:20]=1[C:21](=O)[CH3:22].[NH3:29], predict the reaction product. The product is: [CH3:15][C@@H:16]1[CH2:20][CH2:21][CH2:22][N:17]1[CH2:18][CH2:24][C:28]1[CH:2]=[C:1]2[C:7](=[CH:26][CH:27]=1)[N:29]=[C:12]([C:9]1[S:8][C:7]([C:1]3[CH:6]=[CH:5][CH:4]=[CH:3][CH:2]=3)=[N:11][CH:10]=1)[CH:13]=[CH:6]2.